This data is from hERG Central: cardiac toxicity at 1µM, 10µM, and general inhibition. The task is: Predict hERG channel inhibition at various concentrations. (1) The compound is COc1cc(/C=N/n2cnnc2)ccc1OS(=O)(=O)c1ccccc1[N+](=O)[O-]. Results: hERG_inhib (hERG inhibition (general)): blocker. (2) The drug is COc1ccc(C(CNC(=O)c2oc3ccc(OC)cc3c2C)N2CCCC2)cc1. Results: hERG_inhib (hERG inhibition (general)): blocker. (3) The compound is O=C(NCCc1ccccc1)C1CCN(C(=O)c2ccc([N+](=O)[O-])cc2)CC1. Results: hERG_inhib (hERG inhibition (general)): blocker. (4) The compound is Cc1ccccc1N1CCN(CCC(=O)Nc2ccc(F)cc2)CC1. Results: hERG_inhib (hERG inhibition (general)): blocker. (5) The molecule is Fc1ccccc1NC(=S)N(CCN1CCCCC1)Cc1ccco1. Results: hERG_inhib (hERG inhibition (general)): blocker. (6) Results: hERG_inhib (hERG inhibition (general)): blocker. The compound is OCC1(CCOc2ccccc2)CCN(Cc2ccc3c(c2)OCCO3)CC1.